From a dataset of Forward reaction prediction with 1.9M reactions from USPTO patents (1976-2016). Predict the product of the given reaction. (1) The product is: [NH2:5][C:4]1[CH:3]=[C:2]([CH:8]=[C:7]([C:9]([F:12])([F:11])[F:10])[CH:6]=1)[C:13]#[N:14]. Given the reactants Br[C:2]1[CH:3]=[C:4]([CH:6]=[C:7]([C:9]([F:12])([F:11])[F:10])[CH:8]=1)[NH2:5].[CH3:13][N:14](C)C=O, predict the reaction product. (2) Given the reactants [NH2:1][OH:2].[C:3]([C:5]1[CH:6]=[CH:7][C:8]([F:23])=[C:9]([NH:11][C:12]([C:14]2[N:18]3[CH:19]=[CH:20][CH:21]=[CH:22][C:17]3=[N:16][CH:15]=2)=[O:13])[CH:10]=1)#[N:4], predict the reaction product. The product is: [F:23][C:8]1[CH:7]=[CH:6][C:5]([C:3](=[N:1][OH:2])[NH2:4])=[CH:10][C:9]=1[NH:11][C:12]([C:14]1[N:18]2[CH:19]=[CH:20][CH:21]=[CH:22][C:17]2=[N:16][CH:15]=1)=[O:13]. (3) Given the reactants [NH2:1][C:2]1[CH:7]=[CH:6][C:5]([CH2:8][CH2:9][N:10]([CH3:15])[C:11](=[O:14])[O:12][CH3:13])=[CH:4][C:3]=1[CH2:16][S:17]([C:20]1[CH:25]=[CH:24][CH:23]=[CH:22][CH:21]=1)(=[O:19])=[O:18].[C:26](OCC)(OCC)(OCC)[CH3:27], predict the reaction product. The product is: [CH3:15][N:10]([CH2:9][CH2:8][C:5]1[CH:4]=[C:3]2[C:2](=[CH:7][CH:6]=1)[NH:1][C:26]([CH3:27])=[C:16]2[S:17]([C:20]1[CH:21]=[CH:22][CH:23]=[CH:24][CH:25]=1)(=[O:19])=[O:18])[C:11](=[O:14])[O:12][CH3:13].